From a dataset of Reaction yield outcomes from USPTO patents with 853,638 reactions. Predict the reaction yield, written as a fraction of the theoretical maximum amount of product (1.0 means a 100% yield; for example, 0.34 means a 34% yield). (1) The reactants are [CH2:1]([O:3][C:4]([CH:6]1[CH2:13][CH:12]2[NH:14][CH:8]([CH2:9][C:10](=[O:15])[CH2:11]2)[CH2:7]1)=[O:5])[CH3:2].CCN(CC)CC.[Cl:23][C:24]1[CH:29]=[CH:28][C:27]([S:30](Cl)(=[O:32])=[O:31])=[CH:26][CH:25]=1. The catalyst is C(Cl)Cl. The product is [CH2:1]([O:3][C:4]([CH:6]1[CH2:13][CH:12]2[N:14]([S:30]([C:27]3[CH:28]=[CH:29][C:24]([Cl:23])=[CH:25][CH:26]=3)(=[O:32])=[O:31])[CH:8]([CH2:9][C:10](=[O:15])[CH2:11]2)[CH2:7]1)=[O:5])[CH3:2]. The yield is 0.880. (2) The reactants are C(CC[N:5]1[C:9]([C:10]2[CH:11]=[C:12]([CH:17]=[CH:18][CH:19]=2)[C:13]([O:15]C)=[O:14])=[N:8][N:7]=[N:6]1)#N.O.[OH-].[Li+]. The catalyst is C1COCC1.O.Cl. The product is [NH:8]1[C:9]([C:10]2[CH:11]=[C:12]([CH:17]=[CH:18][CH:19]=2)[C:13]([OH:15])=[O:14])=[N:5][N:6]=[N:7]1. The yield is 0.580. (3) The catalyst is CN(C=O)C. The reactants are [C:1]([O:22][CH2:23][C:24]1[CH:29]=[CH:28][CH:27]=[CH:26][CH:25]=1)(=[O:21])[CH2:2][CH2:3][CH2:4][CH2:5][CH2:6][CH2:7][CH2:8][CH2:9][CH2:10][CH2:11][CH2:12][CH2:13][CH2:14][CH2:15][CH2:16][CH2:17][C:18]([O-:20])=[O:19].C1COCC1.CCN(C(C)C)C(C)C.[B-](F)(F)(F)F.CN(C(O[N:57]1[C:62](=[O:63])[CH2:61][CH2:60][C:58]1=[O:59])=[N+](C)C)C. The product is [C:18]([O:20][N:57]1[C:62](=[O:63])[CH2:61][CH2:60][C:58]1=[O:59])(=[O:19])[CH2:17][CH2:16][CH2:15][CH2:14][CH2:13][CH2:12][CH2:11][CH2:10][CH2:9][CH2:8][CH2:7][CH2:6][CH2:5][CH2:4][CH2:3][CH2:2][C:1]([O:22][CH2:23][C:24]1[CH:29]=[CH:28][CH:27]=[CH:26][CH:25]=1)=[O:21]. The yield is 1.00. (4) The reactants are [CH3:1][O:2][C@H:3]1[CH2:11][C:10]2[C:5](=[CH:6][CH:7]=[CH:8][CH:9]=2)[C@H:4]1[NH:12]C(=O)OC(C)(C)C.Cl.C([O-])([O-])=O.[Na+].[Na+]. The catalyst is O1CCOCC1. The product is [CH3:1][O:2][C@H:3]1[CH2:11][C:10]2[C:5](=[CH:6][CH:7]=[CH:8][CH:9]=2)[C@H:4]1[NH2:12]. The yield is 0.990. (5) The reactants are C([O-])(O)=O.[Na+].[CH3:6][O:7][CH2:8][CH2:9][O:10][CH2:11][C:12]([C:15]1[CH:20]=[CH:19][C:18]([NH2:21])=[CH:17][C:16]=1[N+:22]([O-:24])=[O:23])([CH3:14])[CH3:13].[C:25](Cl)(=[O:27])[CH3:26].O. The catalyst is ClCCl. The product is [CH3:6][O:7][CH2:8][CH2:9][O:10][CH2:11][C:12]([C:15]1[CH:20]=[CH:19][C:18]([NH:21][C:25](=[O:27])[CH3:26])=[CH:17][C:16]=1[N+:22]([O-:24])=[O:23])([CH3:14])[CH3:13]. The yield is 0.870.